Dataset: Full USPTO retrosynthesis dataset with 1.9M reactions from patents (1976-2016). Task: Predict the reactants needed to synthesize the given product. (1) The reactants are: [Li]CCCC.C([Mg]Cl)(C)C.C(OCC)C.Br[C:17]1[C:18]([CH3:23])=[N:19][CH:20]=[CH:21][CH:22]=1.[C:24]([O:28][CH2:29][CH3:30])(=[O:27])[CH:25]=[O:26].C1(C)C=CC=CC=1.C([O-])([O-])=O.[K+].[K+]. Given the product [OH:26][CH:25]([C:17]1[C:18]([CH3:23])=[N:19][CH:20]=[CH:21][CH:22]=1)[C:24]([O:28][CH2:29][CH3:30])=[O:27], predict the reactants needed to synthesize it. (2) Given the product [O:12]1[C:7]2[C:8](=[N:9][C:4]([NH2:1])=[CH:5][CH:6]=2)[CH2:10][CH2:11]1, predict the reactants needed to synthesize it. The reactants are: [N+:1]([C:4]1[N:9]=[C:8]2[CH2:10][CH2:11][O:12][C:7]2=[CH:6][CH:5]=1)([O-])=O. (3) Given the product [C:1]([O:5][C:6](=[O:15])[NH:7][C@@H:8]([CH2:11][CH:12]([CH3:13])[CH3:14])[CH2:9][O:10][C:17]1[CH:18]=[CH:19][C:20]2[C:30]3[C:25](=[C:26]([NH:31][C:32](=[O:34])[CH3:33])[N:27]=[CH:28][CH:29]=3)[CH:24]([CH3:35])[O:23][C:21]=2[CH:22]=1)([CH3:4])([CH3:3])[CH3:2], predict the reactants needed to synthesize it. The reactants are: [C:1]([O:5][C:6](=[O:15])[NH:7][C@@H:8]([CH2:11][CH:12]([CH3:14])[CH3:13])[CH2:9][OH:10])([CH3:4])([CH3:3])[CH3:2].Cl[C:17]1[CH:18]=[CH:19][C:20]2[C:30]3[C:25](=[C:26]([NH:31][C:32](=[O:34])[CH3:33])[N:27]=[CH:28][CH:29]=3)[CH:24]([CH3:35])[O:23][C:21]=2[CH:22]=1. (4) The reactants are: [CH3:1][N:2]1[C:6]2=[N:7][CH:8]=[CH:9][C:10]([N:11]3[CH2:16][CH2:15][CH:14]([C:17]([N:19]4[CH2:23][CH2:22][CH2:21][CH2:20]4)=[O:18])[CH2:13][CH2:12]3)=[C:5]2[C:4]([CH:24]=O)=[CH:3]1.[OH:26][C:27]1[C:32]2[C:33](=[O:36])[CH2:34][O:35][C:31]=2[CH:30]=[CH:29][CH:28]=1. Given the product [OH:26][C:27]1[C:32]2[C:33](=[O:36])/[C:34](=[CH:24]/[C:4]3[C:5]4[C:6](=[N:7][CH:8]=[CH:9][C:10]=4[N:11]4[CH2:16][CH2:15][CH:14]([C:17]([N:19]5[CH2:23][CH2:22][CH2:21][CH2:20]5)=[O:18])[CH2:13][CH2:12]4)[N:2]([CH3:1])[CH:3]=3)/[O:35][C:31]=2[CH:30]=[CH:29][CH:28]=1, predict the reactants needed to synthesize it.